Dataset: Reaction yield outcomes from USPTO patents with 853,638 reactions. Task: Predict the reaction yield, written as a fraction of the theoretical maximum amount of product (1.0 means a 100% yield; for example, 0.34 means a 34% yield). The reactants are [Cl:1][C:2]1[N:7]=[CH:6][C:5]([N:8]2[CH2:12][CH2:11][C@H:10]3[CH2:13][NH:14][CH2:15][C@@H:9]23)=[CH:4][CH:3]=1.[C:16]([OH:23])(=[O:22])/[CH:17]=[CH:18]/[C:19]([OH:21])=[O:20]. No catalyst specified. The product is [C:16]([OH:23])(=[O:22])/[CH:17]=[CH:18]/[C:19]([OH:21])=[O:20].[Cl:1][C:2]1[N:7]=[CH:6][C:5]([N:8]2[CH2:12][CH2:11][C@H:10]3[CH2:13][NH:14][CH2:15][C@@H:9]23)=[CH:4][CH:3]=1. The yield is 0.790.